This data is from Catalyst prediction with 721,799 reactions and 888 catalyst types from USPTO. The task is: Predict which catalyst facilitates the given reaction. (1) Reactant: [C:1]1([CH3:24])[CH:6]=[CH:5][C:4]([C:7]2[N:8]=[C:9]3[CH2:23][CH2:22][CH2:21][NH:20][C:10]3=[N:11][C:12]=2[C:13]2[CH:18]=[CH:17][C:16]([CH3:19])=[CH:15][CH:14]=2)=[CH:3][CH:2]=1.O=[CH:26][CH2:27][CH2:28][CH2:29][CH2:30][CH2:31][C:32]#[N:33].C(O[BH-](OC(=O)C)OC(=O)C)(=O)C.[Na+]. Product: [C:1]1([CH3:24])[CH:6]=[CH:5][C:4]([C:7]2[N:8]=[C:9]3[CH2:23][CH2:22][CH2:21][N:20]([CH2:26][CH2:27][CH2:28][CH2:29][CH2:30][CH2:31][C:32]#[N:33])[C:10]3=[N:11][C:12]=2[C:13]2[CH:18]=[CH:17][C:16]([CH3:19])=[CH:15][CH:14]=2)=[CH:3][CH:2]=1. The catalyst class is: 26. (2) Reactant: [C:1]([O:5][C:6]([NH:8][C:9]1[C:10]([C:20](=[O:36])/[C:21](/[C:30]2[N:34]([CH3:35])[N:33]=[CH:32][N:31]=2)=[CH:22]/[C:23]2[CH:28]=[CH:27][C:26]([F:29])=[CH:25][CH:24]=2)=[C:11]([CH:16]=[C:17]([F:19])[CH:18]=1)[C:12]([O:14][CH3:15])=[O:13])=[O:7])([CH3:4])([CH3:3])[CH3:2].C1CCN2C(=NCCC2)CC1.[N+:48]([CH3:51])([O-:50])=[O:49].O. Product: [C:1]([O:5][C:6]([NH:8][C:9]1[C:10]([C:20](=[O:36])[CH:21]([C:30]2[N:34]([CH3:35])[N:33]=[CH:32][N:31]=2)[CH:22]([C:23]2[CH:24]=[CH:25][C:26]([F:29])=[CH:27][CH:28]=2)[CH2:51][N+:48]([O-:50])=[O:49])=[C:11]([CH:16]=[C:17]([F:19])[CH:18]=1)[C:12]([O:14][CH3:15])=[O:13])=[O:7])([CH3:3])([CH3:4])[CH3:2]. The catalyst class is: 1. (3) Reactant: [Cl:1][C:2]1[C:11]2[C:6](=[CH:7][CH:8]=[CH:9][CH:10]=2)[C:5]([OH:12])=[CH:4][N:3]=1.Cl[C:14]1[CH:21]=[CH:20][C:17]([C:18]#[N:19])=[CH:16][N:15]=1.C([O-])([O-])=O.[K+].[K+]. Product: [Cl:1][C:2]1[C:11]2[C:6](=[CH:7][CH:8]=[CH:9][CH:10]=2)[C:5]([O:12][C:14]2[CH:21]=[CH:20][C:17]([C:18]#[N:19])=[CH:16][N:15]=2)=[CH:4][N:3]=1. The catalyst class is: 3.